Dataset: Forward reaction prediction with 1.9M reactions from USPTO patents (1976-2016). Task: Predict the product of the given reaction. (1) Given the reactants [NH:1]1[C:5]2=[N:6][CH:7]=[CH:8][CH:9]=[C:4]2[C:3](/[CH:10]=[C:11]2\[O:12][C:13]3[C:20]([CH2:21][N:22]4[CH2:27][CH2:26][N:25](C(OC(C)(C)C)=O)[CH2:24][CH2:23]4)=[C:19]([O:35][CH3:36])[CH:18]=[CH:17][C:14]=3[C:15]\2=[O:16])=[N:2]1.Cl, predict the reaction product. The product is: [NH:1]1[C:5]2=[N:6][CH:7]=[CH:8][CH:9]=[C:4]2[C:3](/[CH:10]=[C:11]2\[O:12][C:13]3[C:20]([CH2:21][N:22]4[CH2:23][CH2:24][NH:25][CH2:26][CH2:27]4)=[C:19]([O:35][CH3:36])[CH:18]=[CH:17][C:14]=3[C:15]\2=[O:16])=[N:2]1. (2) Given the reactants [Br:1][C:2]1[CH:3]=[C:4]([S:9]([NH:12][C:13]2[C:14]([O:20]C)=[N:15][CH:16]=[C:17]([Cl:19])[CH:18]=2)(=[O:11])=[O:10])[CH:5]=[N:6][C:7]=1[Cl:8].B(Br)(Br)Br.C(=O)(O)[O-].[Na+], predict the reaction product. The product is: [Br:1][C:2]1[CH:3]=[C:4]([S:9]([NH:12][C:13]2[C:14]([OH:20])=[N:15][CH:16]=[C:17]([Cl:19])[CH:18]=2)(=[O:10])=[O:11])[CH:5]=[N:6][C:7]=1[Cl:8]. (3) Given the reactants [CH2:1]([O:8][C:9](=[O:23])[NH:10][C:11]1[CH:16]=[CH:15][C:14]([C@H:17]2[CH2:21][CH2:20][C:19](=O)[CH2:18]2)=[CH:13][CH:12]=1)[C:2]1[CH:7]=[CH:6][CH:5]=[CH:4][CH:3]=1.[CH3:24][CH:25]1[CH2:29][CH2:28][CH2:27][NH:26]1.C(O)(=O)C.[BH-](OC(C)=O)(OC(C)=O)OC(C)=O.[Na+], predict the reaction product. The product is: [CH2:1]([O:8][C:9](=[O:23])[NH:10][C:11]1[CH:16]=[CH:15][C:14]([C@H:17]2[CH2:21][CH2:20][CH:19]([N:26]3[CH2:27][CH2:28][CH2:29][CH:25]3[CH3:24])[CH2:18]2)=[CH:13][CH:12]=1)[C:2]1[CH:7]=[CH:6][CH:5]=[CH:4][CH:3]=1. (4) Given the reactants [CH3:1]C(C)([O-])C.[K+].C[O:8][CH:9]([CH3:14])[C:10]([O:12][CH3:13])=O.C[C:16](=[O:19])[CH2:17][CH3:18].O, predict the reaction product. The product is: [CH3:13][O:12][CH:10]([C:9](=[O:8])[CH2:14][C:16](=[O:19])[CH2:17][CH3:18])[CH3:1]. (5) Given the reactants [CH2:1]([N:8]1[C:13]([CH2:15][O:16][CH3:17])([CH3:14])[CH2:12][NH:11][C:10](=O)[CH2:9]1)[C:2]1[CH:7]=[CH:6][CH:5]=[CH:4][CH:3]=1.[H-].[Al+3].[Li+].[H-].[H-].[H-], predict the reaction product. The product is: [CH2:1]([N:8]1[CH2:9][CH2:10][NH:11][CH2:12][C:13]1([CH2:15][O:16][CH3:17])[CH3:14])[C:2]1[CH:3]=[CH:4][CH:5]=[CH:6][CH:7]=1. (6) Given the reactants C(OC([N:8]1[CH2:12][C:11]([F:14])([F:13])[CH2:10][CH:9]1[CH2:15][O:16][C:17]1[CH:26]=[CH:25][C:20]([C:21]([O:23][CH3:24])=[O:22])=[CH:19][CH:18]=1)=O)(C)(C)C.C(O)(C(F)(F)F)=O.C([O-])(O)=O.[Na+], predict the reaction product. The product is: [F:14][C:11]1([F:13])[CH2:12][NH:8][CH:9]([CH2:15][O:16][C:17]2[CH:26]=[CH:25][C:20]([C:21]([O:23][CH3:24])=[O:22])=[CH:19][CH:18]=2)[CH2:10]1. (7) The product is: [O:1]1[C:5]2[CH:6]=[CH:7][CH:8]=[CH:9][C:4]=2[N:3]=[C:2]1[C:10]1[CH:15]=[CH:14][C:13]([C:16]2[N:21]=[CH:20][C:19]([NH2:22])=[CH:18][CH:17]=2)=[C:12]([O:36][CH3:37])[CH:11]=1. Given the reactants [O:1]1[C:5]2[CH:6]=[CH:7][CH:8]=[CH:9][C:4]=2[N:3]=[C:2]1[C:10]1[CH:15]=[CH:14][C:13]([C:16]2[N:21]=[CH:20][C:19]([N:22]=C(C3C=CC=CC=3)C3C=CC=CC=3)=[CH:18][CH:17]=2)=[C:12]([O:36][CH3:37])[CH:11]=1.CC([O-])=O.[Na+].Cl.NO, predict the reaction product. (8) Given the reactants Br[C:2]1[C:10]2[C:5](=[N:6][CH:7]=[CH:8][CH:9]=2)[S:4][CH:3]=1.CN(C=O)C.C(Cl)[Cl:17], predict the reaction product. The product is: [Cl:17][C:2]1[C:10]2[C:5](=[N:6][CH:7]=[CH:8][CH:9]=2)[S:4][CH:3]=1. (9) The product is: [ClH:26].[CH2:17]([O:16][C:14]([C@@H:13]1[CH2:12][C@@H:11]2[C@@H:9]([CH2:10]2)[NH:8]1)=[O:15])[CH:18]=[CH2:19]. Given the reactants C(OC([N:8]1[C@H:13]([C:14]([O:16][CH2:17][CH:18]=[CH2:19])=[O:15])[CH2:12][C@@H:11]2[C@H:9]1[CH2:10]2)=O)(C)(C)C.O1CCOCC1.[ClH:26], predict the reaction product.